This data is from Forward reaction prediction with 1.9M reactions from USPTO patents (1976-2016). The task is: Predict the product of the given reaction. (1) Given the reactants [NH2:1][C:2]1[S:6][C:5]([C:7]([O:9][CH2:10][C:11]2[CH:16]=[CH:15][CH:14]=[CH:13][CH:12]=2)=[O:8])=[C:4]([CH3:17])[C:3]=1[C:18]([O:20][C:21]([CH3:24])([CH3:23])[CH3:22])=[O:19].[C:25](Cl)(=[O:27])[CH3:26], predict the reaction product. The product is: [C:25]([NH:1][C:2]1[S:6][C:5]([C:7]([O:9][CH2:10][C:11]2[CH:16]=[CH:15][CH:14]=[CH:13][CH:12]=2)=[O:8])=[C:4]([CH3:17])[C:3]=1[C:18]([O:20][C:21]([CH3:24])([CH3:23])[CH3:22])=[O:19])(=[O:27])[CH3:26]. (2) Given the reactants S(=O)(=O)(O)O.[Br:6][C:7]1[CH:12]=[C:11]([F:13])[CH:10]=[CH:9][C:8]=1[CH2:14][C:15]([OH:17])=[O:16].[C:18]([O-])([O-])=O.[Na+].[Na+], predict the reaction product. The product is: [Br:6][C:7]1[CH:12]=[C:11]([F:13])[CH:10]=[CH:9][C:8]=1[CH2:14][C:15]([O:17][CH3:18])=[O:16].